Dataset: Forward reaction prediction with 1.9M reactions from USPTO patents (1976-2016). Task: Predict the product of the given reaction. (1) Given the reactants [CH3:1][O:2][C:3]1[CH:8]=[CH:7][C:6]([C@@:9]23[C:18](=[O:19])[CH2:17][CH2:16][CH2:15][C@H:14]2[C@H:13]([CH3:20])[C:12]2([O:24][CH2:23][CH2:22][O:21]2)[CH2:11][CH2:10]3)=[CH:5][CH:4]=1.[C:25](=O)([O:28]C)[O:26][CH3:27].[H-].[Na+].[H-].[K+], predict the reaction product. The product is: [CH3:1][O:2][C:3]1[CH:8]=[CH:7][C:6]([C@@:9]23[C:18](=[O:19])[CH:17]([C:25]([O:26][CH3:27])=[O:28])[CH2:16][CH2:15][C@H:14]2[C@H:13]([CH3:20])[C:12]2([O:21][CH2:22][CH2:23][O:24]2)[CH2:11][CH2:10]3)=[CH:5][CH:4]=1. (2) Given the reactants [C:1]([C:5]1[CH:10]=[CH:9][C:8]([C:11]([C:13]2[NH:17][CH:16]=[N:15][CH:14]=2)=[O:12])=[CH:7][CH:6]=1)([CH3:4])([CH3:3])[CH3:2].[H-].[Na+].Br[CH2:21][CH2:22][CH2:23][NH:24][C:25](=[O:31])[O:26][C:27]([CH3:30])([CH3:29])[CH3:28].O, predict the reaction product. The product is: [C:1]([C:5]1[CH:6]=[CH:7][C:8]([C:11]([C:13]2[N:17]([CH2:21][CH2:22][CH2:23][NH:24][C:25](=[O:31])[O:26][C:27]([CH3:30])([CH3:29])[CH3:28])[CH:16]=[N:15][CH:14]=2)=[O:12])=[CH:9][CH:10]=1)([CH3:4])([CH3:2])[CH3:3]. (3) Given the reactants [Cl-].[Al+3].[Cl-].[Cl-].C([O:12][C:13]1[CH:18]=[C:17]([F:19])[CH:16]=[C:15]([Br:20])[CH:14]=1)C1C=CC=CC=1.CN(C)C1C=CC=CC=1.Cl, predict the reaction product. The product is: [Br:20][C:15]1[CH:14]=[C:13]([OH:12])[CH:18]=[C:17]([F:19])[CH:16]=1.